From a dataset of Catalyst prediction with 721,799 reactions and 888 catalyst types from USPTO. Predict which catalyst facilitates the given reaction. (1) Reactant: [CH3:1][O:2][CH2:3][CH2:4][CH2:5][CH2:6][C:7]1[N:11]([C:12]2[CH:17]=[CH:16][CH:15]=[CH:14][CH:13]=2)[N:10]=[N:9][C:8]=1[C:18]([N:20]([CH2:42][CH:43]([CH3:45])[CH3:44])[C@H:21]1[CH2:26][C@@H:25]([C:27]([N:29]2[CH2:34][CH2:33][O:32][CH2:31][CH2:30]2)=[O:28])[CH2:24][N:23](C(OC(C)(C)C)=O)[CH2:22]1)=[O:19].C(OCC)(=O)C.[ClH:52]. Product: [ClH:52].[CH3:1][O:2][CH2:3][CH2:4][CH2:5][CH2:6][C:7]1[N:11]([C:12]2[CH:13]=[CH:14][CH:15]=[CH:16][CH:17]=2)[N:10]=[N:9][C:8]=1[C:18]([N:20]([CH2:42][CH:43]([CH3:45])[CH3:44])[C@H:21]1[CH2:26][C@@H:25]([C:27]([N:29]2[CH2:34][CH2:33][O:32][CH2:31][CH2:30]2)=[O:28])[CH2:24][NH:23][CH2:22]1)=[O:19]. The catalyst class is: 13. (2) Reactant: C(NC(C)C)(C)C.C([Li])CCC.CCCCCC.[Cl:19][C:20]1[CH:25]=[CH:24][CH:23]=[C:22]([Cl:26])[N:21]=1.[B:27](OC(C)C)([O:32]C(C)C)[O:28]C(C)C.Cl. Product: [Cl:19][C:20]1[C:25]([B:27]([OH:32])[OH:28])=[CH:24][CH:23]=[C:22]([Cl:26])[N:21]=1. The catalyst class is: 20. (3) Reactant: Cl[C:2]1[C:7]([Cl:8])=[N:6][CH:5]=[CH:4][N:3]=1.[Cl:9][C:10]1[C:15]([Cl:16])=[CH:14][CH:13]=[CH:12][C:11]=1[S:17]([NH2:20])(=[O:19])=[O:18].[K].[C:22](=O)([O-])[O-].[C:30]([OH:32])(=[O:31])[CH2:28][C:28]([CH2:28][C:30]([OH:32])=[O:31])([C:30]([OH:32])=[O:31])O. Product: [C:30]([O:32][CH2:7][CH3:2])(=[O:31])[CH3:28].[CH3:12][CH2:13][CH2:14][CH:15]([CH3:10])[CH3:22].[Cl:9][C:10]1[C:15]([Cl:16])=[CH:14][CH:13]=[CH:12][C:11]=1[S:17]([NH:20][C:2]1[C:7]([Cl:8])=[N:6][CH:5]=[CH:4][N:3]=1)(=[O:18])=[O:19]. The catalyst class is: 9.